This data is from Full USPTO retrosynthesis dataset with 1.9M reactions from patents (1976-2016). The task is: Predict the reactants needed to synthesize the given product. (1) Given the product [CH3:1][C:2]1([CH3:25])[C:6](=[O:28])[N:5]([C:8]2[CH:15]=[CH:14][C:11]([C:12]#[N:13])=[C:10]([C:16]([F:18])([F:19])[F:17])[CH:9]=2)[C:4](=[S:20])[N:3]1[CH2:21][CH2:22][CH2:23][OH:24], predict the reactants needed to synthesize it. The reactants are: [CH3:1][C:2]1([CH3:25])[C:6](=N)[N:5]([C:8]2[CH:15]=[CH:14][C:11]([C:12]#[N:13])=[C:10]([C:16]([F:19])([F:18])[F:17])[CH:9]=2)[C:4](=[S:20])[N:3]1[CH2:21][CH2:22][CH2:23][OH:24].Cl.C[OH:28]. (2) Given the product [Cl:1][C:2]1[C:7]([C:8]([Cl:17])=[O:9])=[C:6]([Cl:11])[N:5]=[C:4]([S:12][CH3:13])[N:3]=1, predict the reactants needed to synthesize it. The reactants are: [Cl:1][C:2]1[C:7]([C:8](O)=[O:9])=[C:6]([Cl:11])[N:5]=[C:4]([S:12][CH3:13])[N:3]=1.C(Cl)(=O)C([Cl:17])=O. (3) Given the product [F:1][C:2]1[CH:7]=[CH:6][C:5]2[C:8]([CH3:9])=[N:14][O:11][C:4]=2[CH:3]=1, predict the reactants needed to synthesize it. The reactants are: [F:1][C:2]1[CH:7]=[CH:6][C:5]([C:8](=O)[CH3:9])=[C:4]([OH:11])[CH:3]=1.[Cl-].O[NH3+:14].C([O-])(=O)C.[Na+].